From a dataset of Full USPTO retrosynthesis dataset with 1.9M reactions from patents (1976-2016). Predict the reactants needed to synthesize the given product. (1) The reactants are: [NH2:1][CH:2]([C:4]1[CH:5]=[C:6]([C:10]2[N:15]=[C:14]([NH:16][C:17]3[CH:18]=[C:19]4[C:23](=[CH:24][CH:25]=3)[N:22](C(OC(C)(C)C)=O)[N:21]=[CH:20]4)[CH:13]=[CH:12][N:11]=2)[CH:7]=[CH:8][CH:9]=1)[CH3:3]. Given the product [NH2:1][CH:2]([C:4]1[CH:5]=[C:6]([C:10]2[N:15]=[C:14]([NH:16][C:17]3[CH:18]=[C:19]4[C:23](=[CH:24][CH:25]=3)[NH:22][N:21]=[CH:20]4)[CH:13]=[CH:12][N:11]=2)[CH:7]=[CH:8][CH:9]=1)[CH3:3], predict the reactants needed to synthesize it. (2) The reactants are: [F:1][C:2]1[C:10]([O:11][CH3:12])=[C:9]([O:13][CH3:14])[CH:8]=[C:7]([N+:15]([O-:17])=[O:16])[C:3]=1[C:4](O)=[O:5].[NH3:18].C1COCC1. Given the product [F:1][C:2]1[C:10]([O:11][CH3:12])=[C:9]([O:13][CH3:14])[CH:8]=[C:7]([N+:15]([O-:17])=[O:16])[C:3]=1[C:4]([NH2:18])=[O:5], predict the reactants needed to synthesize it. (3) Given the product [CH3:11][C:5]1[CH:6]=[C:7]([N+:8]([O-:10])=[O:9])[C:2]([NH:12][CH2:13][C@@H:14]2[CH2:18][CH2:17][N:16]([C:19]([O:21][C:22]([CH3:25])([CH3:24])[CH3:23])=[O:20])[CH2:15]2)=[N:3][CH:4]=1, predict the reactants needed to synthesize it. The reactants are: Cl[C:2]1[C:7]([N+:8]([O-:10])=[O:9])=[CH:6][C:5]([CH3:11])=[CH:4][N:3]=1.[NH2:12][CH2:13][C@@H:14]1[CH2:18][CH2:17][N:16]([C:19]([O:21][C:22]([CH3:25])([CH3:24])[CH3:23])=[O:20])[CH2:15]1.C(N(CC)CC)C. (4) Given the product [CH3:20][N:21]([CH3:37])[CH:22]1[CH2:26][CH2:25][N:24]([C:27]2[S:28][C:29]3[CH:35]=[C:34]([NH:36][C:10]([C:8]4[O:9][C:5]5[CH:4]=[CH:3][C:2]([Cl:1])=[CH:13][C:6]=5[CH:7]=4)=[O:12])[CH:33]=[CH:32][C:30]=3[N:31]=2)[CH2:23]1, predict the reactants needed to synthesize it. The reactants are: [Cl:1][C:2]1[CH:3]=[CH:4][C:5]2[O:9][C:8]([C:10]([OH:12])=O)=[CH:7][C:6]=2[CH:13]=1.C(Cl)(=O)C(Cl)=O.[CH3:20][N:21]([CH3:37])[CH:22]1[CH2:26][CH2:25][N:24]([C:27]2[S:28][C:29]3[CH:35]=[C:34]([NH2:36])[CH:33]=[CH:32][C:30]=3[N:31]=2)[CH2:23]1.